Predict the product of the given reaction. From a dataset of Forward reaction prediction with 1.9M reactions from USPTO patents (1976-2016). Given the reactants [NH2:1][C:2]1[N:7]=[C:6]([C:8]#[N:9])[C:5]([C:10]2[CH:15]=[CH:14][C:13](B3OC(C)(C)C(C)(C)O3)=[CH:12][C:11]=2[F:25])=[N:4][CH:3]=1.Br[C:27]1[CH:32]=[CH:31][C:30]([C:33]([F:36])([F:35])[F:34])=[CH:29][C:28]=1[S:37]([NH:40][CH2:41][CH3:42])(=[O:39])=[O:38], predict the reaction product. The product is: [NH2:1][C:2]1[N:7]=[C:6]([C:8]#[N:9])[C:5]([C:10]2[CH:15]=[CH:14][C:13]([C:27]3[C:28]([S:37]([NH:40][CH2:41][CH3:42])(=[O:39])=[O:38])=[CH:29][C:30]([C:33]([F:36])([F:34])[F:35])=[CH:31][CH:32]=3)=[CH:12][C:11]=2[F:25])=[N:4][CH:3]=1.